Dataset: Full USPTO retrosynthesis dataset with 1.9M reactions from patents (1976-2016). Task: Predict the reactants needed to synthesize the given product. Given the product [NH2:20][CH2:19][C:15]1[CH:14]=[CH:13][CH:12]=[C:11]2[C:16]=1[CH:17]=[CH:18][C:9]([NH:8][CH2:7][C:5]1[O:6][C:2]([CH3:1])=[CH:3][CH:4]=1)=[N:10]2, predict the reactants needed to synthesize it. The reactants are: [CH3:1][C:2]1[O:6][C:5]([CH2:7][NH:8][C:9]2[CH:18]=[CH:17][C:16]3[C:15]([C:19]#[N:20])=[CH:14][CH:13]=[CH:12][C:11]=3[N:10]=2)=[CH:4][CH:3]=1.